Dataset: Reaction yield outcomes from USPTO patents with 853,638 reactions. Task: Predict the reaction yield, written as a fraction of the theoretical maximum amount of product (1.0 means a 100% yield; for example, 0.34 means a 34% yield). (1) The reactants are Br[C:2]1[CH:3]=[C:4]([C:8]2([C:20]3[CH:25]=[CH:24][C:23]([O:26][CH3:27])=[CH:22][CH:21]=3)[C:12]3=[N:13][CH2:14][CH:15]([O:17][CH3:18])[CH2:16][N:11]3[C:10](=S)[NH:9]2)[CH:5]=[CH:6][CH:7]=1.[NH3:28].C(OO)(C)(C)C.[Cl:35][C:36]1[CH:37]=[C:38](B(O)O)[CH:39]=[C:40]([Cl:42])[CH:41]=1.C(=O)([O-])[O-].[K+].[K+]. The catalyst is CO.C(OCC)(=O)C.O.O1CCOCC1. The product is [Cl:35][C:36]1[CH:37]=[C:38]([C:2]2[CH:7]=[CH:6][CH:5]=[C:4]([C:8]3([C:20]4[CH:25]=[CH:24][C:23]([O:26][CH3:27])=[CH:22][CH:21]=4)[C:12]4=[N:13][CH2:14][CH:15]([O:17][CH3:18])[CH2:16][N:11]4[C:10]([NH2:28])=[N:9]3)[CH:3]=2)[CH:39]=[C:40]([Cl:42])[CH:41]=1. The yield is 0.0100. (2) The reactants are Br[C:2]1[N:6]([CH3:7])[CH:5]=[N:4][C:3]=1[C:8]1[N:13]=[CH:12][C:11]2[N:14]=[N:15][N:16](COCC[Si](C)(C)C)[C:10]=2[CH:9]=1.[F:25][C:26]1[CH:31]=[CH:30][C:29](B(O)O)=[CH:28][CH:27]=1.C([O-])([O-])=O.[Na+].[Na+]. The catalyst is O1CCOCC1.C1C=CC(P(C2C=CC=CC=2)[C-]2C=CC=C2)=CC=1.C1C=CC(P(C2C=CC=CC=2)[C-]2C=CC=C2)=CC=1.Cl[Pd]Cl.[Fe+2]. The product is [F:25][C:26]1[CH:31]=[CH:30][C:29]([C:2]2[N:6]([CH3:7])[CH:5]=[N:4][C:3]=2[C:8]2[N:13]=[CH:12][C:11]3[N:14]=[N:15][NH:16][C:10]=3[CH:9]=2)=[CH:28][CH:27]=1. The yield is 0.300. (3) The reactants are [F:1][CH:2]([F:17])[C:3]1[C:7]([CH3:8])=[C:6]([C:9]2[S:13][C:12]([C:14]([OH:16])=O)=[CH:11][CH:10]=2)[O:5][N:4]=1.[NH:18]1[CH2:23][CH2:22][CH2:21][CH2:20][CH2:19]1. No catalyst specified. The product is [F:17][CH:2]([F:1])[C:3]1[C:7]([CH3:8])=[C:6]([C:9]2[S:13][C:12]([C:14]([N:18]3[CH2:23][CH2:22][CH2:21][CH2:20][CH2:19]3)=[O:16])=[CH:11][CH:10]=2)[O:5][N:4]=1. The yield is 0.720. (4) The reactants are [N:1]1[CH:6]=[CH:5][CH:4]=[C:3]([O:7][CH2:8][CH2:9][OH:10])[CH:2]=1.[Cl:11][C:12]1[C:13]([N:18]2[CH2:23][CH2:22][N:21](C(OC(C)(C)C)=O)[CH2:20][C@@H:19]2[CH3:31])=[N:14][CH:15]=[CH:16][N:17]=1.Cl. No catalyst specified. The product is [ClH:11].[CH3:31][C@H:19]1[CH2:20][NH:21][CH2:22][CH2:23][N:18]1[C:13]1[C:12]([O:10][CH2:9][CH2:8][O:7][C:3]2[CH:2]=[N:1][CH:6]=[CH:5][CH:4]=2)=[N:17][CH:16]=[CH:15][N:14]=1. The yield is 0.580. (5) The reactants are O1CCCCC1[N:7]1[C:15]2[C:10](=[CH:11][C:12]([C:16]3[N:20]=[CH:19][N:18](C(C4C=CC=CC=4)(C4C=CC=CC=4)C4C=CC=CC=4)[N:17]=3)=[CH:13][CH:14]=2)[C:9]([C:40]2[CH:41]=[C:42]([NH:46][C:47]([C:49]3[CH:54]=[CH:53][CH:52]=[CH:51][N:50]=3)=[O:48])[CH:43]=[CH:44][CH:45]=2)=[N:8]1. The catalyst is Cl.O1CCOCC1. The product is [NH:18]1[CH:19]=[N:20][C:16]([C:12]2[CH:11]=[C:10]3[C:15](=[CH:14][CH:13]=2)[NH:7][N:8]=[C:9]3[C:40]2[CH:41]=[C:42]([NH:46][C:47]([C:49]3[CH:54]=[CH:53][CH:52]=[CH:51][N:50]=3)=[O:48])[CH:43]=[CH:44][CH:45]=2)=[N:17]1. The yield is 0.390. (6) The reactants are [CH3:1][C@H:2]1[CH2:11][C:9](=[O:10])[C:5](=[C:6]([CH3:8])[CH3:7])[CH2:4][CH2:3]1.C([O-])(O)=[O:13].[Na+].Cl.[CH3:18][CH2:19]OCC. The catalyst is BrBr.CC[O-].[Na+].O. The product is [CH3:1][C@@H:2]1[CH2:3][CH2:4][C:5](=[C:6]([CH3:7])[CH3:8])[CH:11]1[C:9]([O:10][CH2:18][CH3:19])=[O:13]. The yield is 0.640. (7) The reactants are [CH3:1][C:2]1[C:16](=[O:17])[N:15]=[C:14]2[N:4]([C@@H:5]3[O:9][C@H:8]([CH2:10][OH:11])[C@@H:7]([OH:12])[C@@H:6]3[O:13]2)[CH:3]=1.[CH3:18][SH:19].CN(C)C(N(C)C)=N. The catalyst is CN(C=O)C. The product is [CH3:18][S:19][C@@H:6]1[C@H:7]([OH:12])[C@@H:8]([CH2:10][OH:11])[O:9][C@H:5]1[N:4]1[CH:3]=[C:2]([CH3:1])[C:16](=[O:17])[NH:15][C:14]1=[O:13]. The yield is 0.741. (8) The reactants are [Cl:1][C:2]1[CH:3]=[C:4]([C:9](=[O:14])[C:10]([F:13])([F:12])[F:11])[CH:5]=[C:6]([Cl:8])[CH:7]=1.[BH4-].[Na+].[OH-].[Na+].[Cl-].[NH4+]. The catalyst is CO. The product is [Cl:1][C:2]1[CH:3]=[C:4]([CH:9]([OH:14])[C:10]([F:11])([F:12])[F:13])[CH:5]=[C:6]([Cl:8])[CH:7]=1. The yield is 0.790.